Dataset: Reaction yield outcomes from USPTO patents with 853,638 reactions. Task: Predict the reaction yield, written as a fraction of the theoretical maximum amount of product (1.0 means a 100% yield; for example, 0.34 means a 34% yield). (1) The reactants are [CH2:1]([O:3][C:4](=[O:13])[CH2:5][CH2:6][CH2:7][CH2:8][CH2:9][C:10]([OH:12])=O)[CH3:2].[C:14]([O:18][C:19](=[O:28])[NH:20][C:21]1[CH:26]=[CH:25][CH:24]=[CH:23][C:22]=1[NH2:27])([CH3:17])([CH3:16])[CH3:15].CN(C(ON1N=NC2C=CC=CC1=2)=[N+](C)C)C.F[P-](F)(F)(F)(F)F.CCN(C(C)C)C(C)C. The catalyst is CN(C=O)C.O. The product is [C:14]([O:18][C:19]([NH:20][C:21]1[CH:26]=[CH:25][CH:24]=[CH:23][C:22]=1[NH:27][C:10](=[O:12])[CH2:9][CH2:8][CH2:7][CH2:6][CH2:5][C:4]([O:3][CH2:1][CH3:2])=[O:13])=[O:28])([CH3:17])([CH3:15])[CH3:16]. The yield is 0.963. (2) The reactants are [Br:1][C:2]1[CH:7]=[CH:6][C:5]([C:8]2[NH:13][C:12](=O)[N:11]3[CH:15]=[CH:16][N:17]=[C:10]3[CH:9]=2)=[CH:4][CH:3]=1.P(Cl)(Cl)([Cl:20])=O.C(N(CC)C1C=CC=CC=1)C. The catalyst is C(#N)C. The product is [Br:1][C:2]1[CH:7]=[CH:6][C:5]([C:8]2[N:13]=[C:12]([Cl:20])[N:11]3[CH:15]=[CH:16][N:17]=[C:10]3[CH:9]=2)=[CH:4][CH:3]=1. The yield is 0.390. (3) The reactants are CN(C)C=O.Cl[C:7]1[C:8]2[C:15]([Cl:16])=[CH:14][S:13][C:9]=2[N:10]=[CH:11][N:12]=1.Cl.[OH:18][C:19]1[CH:20]=[C:21]([CH:25]=[CH:26][CH:27]=1)[CH2:22][CH2:23][NH2:24].C(N(CC)CC)C. The catalyst is C(OCC)(=O)C.O. The product is [Cl:16][C:15]1[C:8]2[C:7]([NH:24][CH2:23][CH2:22][C:21]3[CH:20]=[C:19]([OH:18])[CH:27]=[CH:26][CH:25]=3)=[N:12][CH:11]=[N:10][C:9]=2[S:13][CH:14]=1. The yield is 0.720. (4) The reactants are C(O[C:9]1[CH:27]=[CH:26][CH:25]=[CH:24][C:10]=1[C:11]([NH:13][C:14]1[CH:19]=[CH:18][CH:17]=[CH:16][C:15]=1[S:20](=[O:23])(=[O:22])[NH2:21])=[O:12])C1C=CC=CC=1.[F:28][C:29]1[CH:37]=[C:36]([F:38])[CH:35]=[CH:34][C:30]=1[C:31](Cl)=[O:32].[C:39](=[O:42])([O-])[O-].[K+].[K+]. The catalyst is O.O1CCOCC1. The product is [CH2:39]([O:42][C:25]1[CH:24]=[C:10]([CH:9]=[CH:27][CH:26]=1)[C:11]([NH:13][C:14]1[CH:19]=[CH:18][CH:17]=[CH:16][C:15]=1[S:20]([NH:21][C:31](=[O:32])[C:30]1[CH:34]=[CH:35][C:36]([F:38])=[CH:37][C:29]=1[F:28])(=[O:22])=[O:23])=[O:12])[C:9]1[CH:27]=[CH:26][CH:25]=[CH:24][CH:10]=1. The yield is 0.860. (5) The reactants are Br[C:2]1[CH:7]=[CH:6][N:5]=[C:4]([F:8])[CH:3]=1.[CH:9]1(B(O)O)[CH2:11][CH2:10]1.C([O-])([O-])=O.[Cs+].[Cs+]. The catalyst is O1CCOCC1.O.C1C=CC(P(C2C=CC=CC=2)[C-]2C=CC=C2)=CC=1.C1C=CC(P(C2C=CC=CC=2)[C-]2C=CC=C2)=CC=1.Cl[Pd]Cl.[Fe+2]. The product is [CH:9]1([C:2]2[CH:7]=[CH:6][N:5]=[C:4]([F:8])[CH:3]=2)[CH2:11][CH2:10]1. The yield is 0.260. (6) The reactants are Cl[C:2]1[N:28]=[CH:27][C:5]2[C:6]3[N:10]([CH2:11][CH2:12][O:13][C:4]=2[CH:3]=1)[CH:9]=[C:8]([C:14]1[N:15]([C:19]2[CH:24]=[CH:23][C:22]([F:25])=[CH:21][C:20]=2[F:26])[N:16]=[CH:17][N:18]=1)[N:7]=3.[NH:29]1[CH2:36][CH2:35][CH2:34][C@H:30]1[C:31]([NH2:33])=[O:32].C(N(CC)CC)C.[NH4+].[Cl-]. The catalyst is CN1CCCC1=O.ClCCl. The product is [F:26][C:20]1[CH:21]=[C:22]([F:25])[CH:23]=[CH:24][C:19]=1[N:15]1[C:14]([C:8]2[N:7]=[C:6]3[C:5]4[CH:27]=[N:28][C:2]([N:29]5[CH2:36][CH2:35][CH2:34][C@H:30]5[C:31]([NH2:33])=[O:32])=[CH:3][C:4]=4[O:13][CH2:12][CH2:11][N:10]3[CH:9]=2)=[N:18][CH:17]=[N:16]1. The yield is 0.390.